This data is from Full USPTO retrosynthesis dataset with 1.9M reactions from patents (1976-2016). The task is: Predict the reactants needed to synthesize the given product. (1) Given the product [F:1][C:2]([F:7])([F:6])[C:3]([OH:5])=[O:4].[CH2:8]([S:10]([N:13]1[CH2:14][CH2:15][CH:16]([C:19]2[C:27]3[C:22](=[C:23]([C:39]([NH2:41])=[O:40])[CH:24]=[C:25]([C:28]4[CH:32]=[CH:31][C:30]([CH:33]5[CH2:38][NH:37][CH2:36][CH2:35][NH:34]5)=[CH:44][CH:43]=4)[CH:26]=3)[NH:21][CH:20]=2)[CH2:17][CH2:18]1)(=[O:11])=[O:12])[CH3:9], predict the reactants needed to synthesize it. The reactants are: [F:1][C:2]([F:7])([F:6])[C:3]([OH:5])=[O:4].[CH2:8]([S:10]([N:13]1[CH2:18][CH2:17][CH:16]([C:19]2[C:27]3[C:22](=[C:23]([C:39]([NH2:41])=[O:40])[CH:24]=[C:25]([C:28]4S[C:30]([CH:33]5[CH2:38][NH:37][CH2:36][CH2:35][NH:34]5)=[CH:31][CH:32]=4)[CH:26]=3)[NH:21][CH:20]=2)[CH2:15][CH2:14]1)(=[O:12])=[O:11])[CH3:9].Br[C:43]1SC(C2CNCCN2)=C[CH:44]=1. (2) Given the product [O:18]=[C:9]1[C:10]2[C:15](=[CH:14][CH:13]=[CH:12][CH:11]=2)[C:16](=[O:17])[N:8]1[CH2:7][C:2]1[N:1]=[C:6]([C:24]#[N:25])[CH:5]=[CH:4][CH:3]=1, predict the reactants needed to synthesize it. The reactants are: [N:1]1[CH:6]=[CH:5][CH:4]=[CH:3][C:2]=1[CH2:7][N+:8]1([O-])[C:16](=[O:17])[C:15]2[C:10](=[CH:11][CH:12]=[CH:13][CH:14]=2)[C:9]1=[O:18].C[Si]([C:24]#[N:25])(C)C.CN(C)C(Cl)=O. (3) Given the product [O:3]1[C:8]2=[CH:9][CH:10]=[CH:11][C:7]2=[CH:6][C:5]([CH:12]2[CH2:17][CH2:16][CH2:15][CH2:14][N:13]2[CH2:18][CH2:19][C@H:20]2[CH2:21][CH2:22][C@H:23]([NH:26][C:27](=[O:32])[CH2:28]/[CH:29]=[CH:30]/[CH3:31])[CH2:24][CH2:25]2)=[CH:4]1, predict the reactants needed to synthesize it. The reactants are: Cl.Cl.[O:3]1[C:8]2=[CH:9][CH:10]=[CH:11][C:7]2=[CH:6][C:5]([CH:12]2[CH2:17][CH2:16][CH2:15][CH2:14][N:13]2[CH2:18][CH2:19][C@H:20]2[CH2:25][CH2:24][C@H:23]([NH2:26])[CH2:22][CH2:21]2)=[CH:4]1.[C:27](O)(=[O:32])[CH2:28]/[CH:29]=[CH:30]/[CH3:31]. (4) Given the product [CH3:24][C@H:23]1[NH:12][C:5]([CH3:4])([CH3:6])[CH2:7][O:9][C@:22]1([OH:26])[C:18]1[CH:19]=[CH:20][CH:21]=[C:16]([Cl:15])[CH:17]=1, predict the reactants needed to synthesize it. The reactants are: CCC[CH2:4][CH2:5][CH3:6].[CH2:7]([OH:9])C.C([NH:12]CC)C.[Cl:15][C:16]1[CH:17]=[C:18]([C:22](=[O:26])[C@@H:23](O)[CH3:24])[CH:19]=[CH:20][CH:21]=1.